Dataset: Forward reaction prediction with 1.9M reactions from USPTO patents (1976-2016). Task: Predict the product of the given reaction. (1) Given the reactants [NH2:1][C@H:2]([C:24]([OH:26])=O)[CH2:3][CH2:4][CH2:5][NH:6][C:7](=[NH:23])[N:8](C(OC(C)(C)C)=O)C(OC(C)(C)C)=O.[OH:27][C:28]1[CH:29]=[C:30]([CH:34]=[C:35]([OH:38])[C:36]=1[CH3:37])[C:31]([OH:33])=O.CC(C)[N:41]=C=NC(C)C.C1C=CC2N(O)N=NC=2C=1.C1(P(C2C=CC=CC=2)C2C=CC=CC=2)C=CC=CC=1.C[Si](C([Si](C)(C)C)C(N)=O)(C)C.[Cl:89][C:90]1[CH:95]=[C:94]([Cl:96])[CH:93]=[CH:92][C:91]=1[CH2:97][CH2:98]O.CC(OC(/N=N/C(OC(C)C)=O)=O)C, predict the reaction product. The product is: [C:24]([C@@H:2]([NH:1][C:31](=[O:33])[C:30]1[CH:34]=[C:35]([OH:38])[C:36]([CH3:37])=[C:28]([O:27][CH2:98][CH2:97][C:91]2[CH:92]=[CH:93][C:94]([Cl:96])=[CH:95][C:90]=2[Cl:89])[CH:29]=1)[CH2:3][CH2:4][CH2:5][NH:6][C:7]([NH2:8])=[NH:23])(=[O:26])[NH2:41]. (2) The product is: [C:28]([C:10]1[C:11]2[C:16](=[CH:15][C:14]([O:19][C:20]3[CH:25]=[CH:24][C:23]([O:26][CH3:27])=[CH:22][CH:21]=3)=[CH:13][CH:12]=2)[C:17]([OH:18])=[C:8]([C:6]([NH:30][CH2:31][C:32]([OH:34])=[O:33])=[O:7])[N:9]=1)#[N:29]. Given the reactants C(O[C:6]([C:8]1[N:9]=[C:10]([C:28]#[N:29])[C:11]2[C:16]([C:17]=1[OH:18])=[CH:15][C:14]([O:19][C:20]1[CH:25]=[CH:24][C:23]([O:26][CH3:27])=[CH:22][CH:21]=1)=[CH:13][CH:12]=2)=[O:7])CCC.[NH2:30][CH2:31][C:32]([OH:34])=[O:33], predict the reaction product. (3) Given the reactants [F:1][C:2]1[CH:3]=[C:4]2[N:10]([C:11]3[N:16]=[C:15]([NH2:17])[C:14]([NH2:18])=[CH:13][CH:12]=3)[N:9]=[C:8]([CH2:19][C:20]3[CH:25]=[CH:24][CH:23]=[CH:22][C:21]=3[F:26])[C:5]2=[N:6][CH:7]=1.C1N=CN([C:32](N2C=NC=C2)=[O:33])C=1.C(N(CC)CC)C, predict the reaction product. The product is: [F:1][C:2]1[CH:3]=[C:4]2[N:10]([C:11]3[N:16]=[C:15]4[NH:17][C:32](=[O:33])[NH:18][C:14]4=[CH:13][CH:12]=3)[N:9]=[C:8]([CH2:19][C:20]3[CH:25]=[CH:24][CH:23]=[CH:22][C:21]=3[F:26])[C:5]2=[N:6][CH:7]=1. (4) Given the reactants [H-].[Al+3].[Li+].[H-].[H-].[H-].C([O:9][C:10](=O)[C:11]1[CH:16]=[CH:15][C:14]([O:17][CH2:18][CH2:19][N:20]2[CH2:25][CH2:24][CH2:23][CH2:22][CH2:21]2)=[CH:13][CH:12]=1)C.N, predict the reaction product. The product is: [N:20]1([CH2:19][CH2:18][O:17][C:14]2[CH:13]=[CH:12][C:11]([CH2:10][OH:9])=[CH:16][CH:15]=2)[CH2:25][CH2:24][CH2:23][CH2:22][CH2:21]1. (5) Given the reactants Cl.[NH2:2][C@H:3]([C:6]([OH:8])=[O:7])[CH2:4][SH:5].C([O-])(=O)C.[K+].CO.[CH3:16][O:17][C:18](=[O:27])[C:19]1[CH:24]=[CH:23][CH:22]=[C:21]([CH:25]=O)[CH:20]=1, predict the reaction product. The product is: [CH3:16][O:17][C:18]([C:19]1[CH:20]=[C:21]([C@@H:25]2[NH:2][CH:3]([C:6]([OH:8])=[O:7])[CH2:4][S:5]2)[CH:22]=[CH:23][CH:24]=1)=[O:27]. (6) Given the reactants [CH:1]1([NH:7][NH2:8])[CH2:6][CH2:5][CH2:4][CH2:3][CH2:2]1.[C:9]([C:11](=[CH:17]OCC)[C:12]([O:14][CH2:15][CH3:16])=[O:13])#[N:10].C(O)C.C(N(CC)C(C)C)(C)C, predict the reaction product. The product is: [NH2:10][C:9]1[N:7]([CH:1]2[CH2:6][CH2:5][CH2:4][CH2:3][CH2:2]2)[N:8]=[CH:17][C:11]=1[C:12]([O:14][CH2:15][CH3:16])=[O:13]. (7) Given the reactants N1C2C=CC=CC=2N=C1C1CCN(CCC2OC(=O)C(CC)(CC)C2)CC1.[N:28]1[CH:33]=[CH:32][CH:31]=[CH:30][C:29]=1[N:34]1[CH2:39][CH2:38][NH:37][CH2:36][CH2:35]1.N1(C2C=CC=CC=2C#N)CCNCC1.CC1C=CC(S(O[CH2:65][CH2:66][CH:67]2[CH2:71][C:70]3([CH2:76][CH2:75][CH2:74][CH2:73][CH2:72]3)[C:69](=[O:77])[O:68]2)(=O)=O)=CC=1.CC1C=CC(S(OCCC2CC(CC)(CC)C(=O)O2)(=O)=O)=CC=1, predict the reaction product. The product is: [N:28]1[CH:33]=[CH:32][CH:31]=[CH:30][C:29]=1[N:34]1[CH2:35][CH2:36][N:37]([CH2:65][CH2:66][CH:67]2[CH2:71][C:70]3([CH2:72][CH2:73][CH2:74][CH2:75][CH2:76]3)[C:69](=[O:77])[O:68]2)[CH2:38][CH2:39]1. (8) The product is: [Br:24][C:25]1[C:26]([CH3:34])=[C:27]([N:31]2[C:11](=[O:13])[CH:10]([Se:15][C:16]3[CH:21]=[CH:20][CH:19]=[CH:18][CH:17]=3)[CH2:9][N:8]([CH2:7][C:6]3[CH:5]=[CH:4][C:3]([O:2][CH3:1])=[CH:23][CH:22]=3)[C:32]2=[O:33])[CH:28]=[CH:29][CH:30]=1. Given the reactants [CH3:1][O:2][C:3]1[CH:23]=[CH:22][C:6]([CH2:7][NH:8][CH2:9][CH:10]([Se:15][C:16]2[CH:21]=[CH:20][CH:19]=[CH:18][CH:17]=2)[C:11]([O:13]C)=O)=[CH:5][CH:4]=1.[Br:24][C:25]1[CH:30]=[CH:29][CH:28]=[C:27]([N:31]=[C:32]=[O:33])[C:26]=1[CH3:34].C([O-])([O-])=O.[K+].[K+], predict the reaction product. (9) Given the reactants [C:1]([C:5]1[C:6]([Cl:29])=[C:7]([C:11]2[NH:15][C:14]3[C:16]([Cl:28])=[CH:17][C:18]([C:20]4[C:25]([F:26])=[CH:24][CH:23]=[CH:22][C:21]=4[F:27])=[CH:19][C:13]=3[N:12]=2)[N:8]([CH3:10])[N:9]=1)([CH3:4])([CH3:3])[CH3:2].Cl.CCOCC, predict the reaction product. The product is: [ClH:28].[C:1]([C:5]1[C:6]([Cl:29])=[C:7]([C:11]2[NH:15][C:14]3[C:16]([Cl:28])=[CH:17][C:18]([C:20]4[C:21]([F:27])=[CH:22][CH:23]=[CH:24][C:25]=4[F:26])=[CH:19][C:13]=3[N:12]=2)[N:8]([CH3:10])[N:9]=1)([CH3:4])([CH3:2])[CH3:3]. (10) Given the reactants [CH2:1]([O:4][C:5]1[CH:19]=[CH:18][C:8]([C:9]([C:11]2[CH:16]=[CH:15][CH:14]=[CH:13][C:12]=2[OH:17])=O)=[CH:7][CH:6]=1)[CH:2]=[CH2:3].C(N(CC)CC)C.ClC(OC)=O, predict the reaction product. The product is: [CH2:1]([O:4][C:5]1[CH:19]=[CH:18][C:8]([CH2:9][C:11]2[CH:16]=[CH:15][CH:14]=[CH:13][C:12]=2[OH:17])=[CH:7][CH:6]=1)[CH:2]=[CH2:3].